Dataset: Catalyst prediction with 721,799 reactions and 888 catalyst types from USPTO. Task: Predict which catalyst facilitates the given reaction. (1) Reactant: [ClH:1].[CH3:2][C:3]1[CH:4]=[C:5](/[CH:11]=[CH:12]/[CH:13]=[CH:14]/[C:15]([N:17]2[CH2:22][CH2:21][N:20]([CH2:23][C:24]3[CH:29]=[CH:28][C:27]([CH2:30][N:31]4[CH2:36][CH2:35][N:34]([C:37](=[O:51])/[CH:38]=[CH:39]/[CH:40]=[CH:41]/[C:42]5[CH:47]=[C:46]([CH3:48])[C:45]([CH3:49])=[C:44]([CH3:50])[CH:43]=5)[CH2:33][CH2:32]4)=[CH:26][CH:25]=3)[CH2:19][CH2:18]2)=[O:16])[CH:6]=[C:7]([CH3:10])[C:8]=1[CH3:9]. Product: [ClH:1].[ClH:1].[CH3:48][C:46]1[CH:47]=[C:42](/[CH:41]=[CH:40]/[CH:39]=[CH:38]/[C:37]([N:34]2[CH2:35][CH2:36][N:31]([CH2:30][C:27]3[CH:28]=[CH:29][C:24]([CH2:23][N:20]4[CH2:19][CH2:18][N:17]([C:15](=[O:16])/[CH:14]=[CH:13]/[CH:12]=[CH:11]/[C:5]5[CH:4]=[C:3]([CH3:2])[C:8]([CH3:9])=[C:7]([CH3:10])[CH:6]=5)[CH2:22][CH2:21]4)=[CH:25][CH:26]=3)[CH2:32][CH2:33]2)=[O:51])[CH:43]=[C:44]([CH3:50])[C:45]=1[CH3:49]. The catalyst class is: 8. (2) Reactant: [CH3:1][O:2][C:3]1[CH:20]=[CH:19][C:6]([CH2:7][N:8]2[CH:17]=[C:16]3[C:10]([NH:11][CH2:12][CH2:13][CH2:14][C:15]3=[O:18])=[N:9]2)=[CH:5][CH:4]=1.[H-].[Na+].Cl[CH2:24][C:25]([N:27]([CH3:29])[CH3:28])=[O:26].O. Product: [CH3:1][O:2][C:3]1[CH:4]=[CH:5][C:6]([CH2:7][N:8]2[CH:17]=[C:16]3[C:10]([N:11]([CH2:24][C:25]([N:27]([CH3:29])[CH3:28])=[O:26])[CH2:12][CH2:13][CH2:14][C:15]3=[O:18])=[N:9]2)=[CH:19][CH:20]=1. The catalyst class is: 1. (3) The catalyst class is: 393. Product: [ClH:1].[Cl:1][C:2]1[C:3]([F:25])=[C:4]([CH:22]=[CH:23][CH:24]=1)[CH2:5][NH:6][C:7]([C@@H:9]1[CH2:13][C@@H:12]([F:14])[CH2:11][NH:10]1)=[O:8]. Reactant: [Cl:1][C:2]1[C:3]([F:25])=[C:4]([CH:22]=[CH:23][CH:24]=1)[CH2:5][NH:6][C:7]([C@@H:9]1[CH2:13][C@@H:12]([F:14])[CH2:11][N:10]1C(OC(C)(C)C)=O)=[O:8].